Dataset: Forward reaction prediction with 1.9M reactions from USPTO patents (1976-2016). Task: Predict the product of the given reaction. (1) Given the reactants [C:1]([N:9]1[CH2:14][CH2:13][NH:12][CH2:11][CH2:10]1)(=[O:8])[C:2]1[CH:7]=[CH:6][CH:5]=[CH:4][CH:3]=1.[C:15](=O)([O:24]N1C(=O)CCC1=O)[O:16][N:17]1[C:21](=[O:22])[CH2:20][CH2:19][C:18]1=[O:23], predict the reaction product. The product is: [C:1]([N:9]1[CH2:14][CH2:13][N:12]([C:15]([O:16][N:17]2[C:21](=[O:22])[CH2:20][CH2:19][C:18]2=[O:23])=[O:24])[CH2:11][CH2:10]1)(=[O:8])[C:2]1[CH:7]=[CH:6][CH:5]=[CH:4][CH:3]=1. (2) Given the reactants [CH2:1]([C:8]1[C:15]([C:16]#[N:17])=[C:14]([OH:18])[C:13]([O:19]C)=[CH:12][C:9]=1[C:10]#[N:11])[C:2]1[CH:7]=[CH:6][CH:5]=[CH:4][CH:3]=1.B(Br)(Br)Br, predict the reaction product. The product is: [CH2:1]([C:8]1[C:15]([C:16]#[N:17])=[C:14]([OH:18])[C:13]([OH:19])=[CH:12][C:9]=1[C:10]#[N:11])[C:2]1[CH:3]=[CH:4][CH:5]=[CH:6][CH:7]=1. (3) Given the reactants [C:1]([O:5][C:6](=[O:22])[N:7]([CH:11]1[CH2:20][C:19]2[C:14](=[CH:15][C:16]([OH:21])=[CH:17][CH:18]=2)[O:13][CH2:12]1)[CH2:8][CH2:9][CH3:10])([CH3:4])([CH3:3])[CH3:2].C(N(CC)CC)C.[F:30][C:31]([F:44])([F:43])[S:32](O[S:32]([C:31]([F:44])([F:43])[F:30])(=[O:34])=[O:33])(=[O:34])=[O:33], predict the reaction product. The product is: [C:1]([O:5][C:6]([N:7]([CH2:8][CH2:9][CH3:10])[CH:11]1[CH2:20][C:19]2[C:14](=[CH:15][C:16]([O:21][S:32]([C:31]([F:44])([F:43])[F:30])(=[O:34])=[O:33])=[CH:17][CH:18]=2)[O:13][CH2:12]1)=[O:22])([CH3:2])([CH3:3])[CH3:4]. (4) Given the reactants [NH:1]([C:21]([O:23][C:24]([CH3:27])([CH3:26])[CH3:25])=[O:22])[C@H:2]([C:18]([OH:20])=O)[CH2:3][CH2:4][CH2:5][CH2:6][NH:7][C:8]([O:10][CH2:11][C:12]1[CH:17]=[CH:16][CH:15]=[CH:14][CH:13]=1)=[O:9].CCN(C(C)C)C(C)C.CN(C(ON1N=NC2C=CC=CC1=2)=[N+](C)C)C.[B-](F)(F)(F)F.C1C=CC2N(O)N=NC=2C=1.[N:69]1[CH:74]=[CH:73][C:72]([N:75]2[CH2:80][CH2:79][NH:78][CH2:77][CH2:76]2)=[CH:71][CH:70]=1, predict the reaction product. The product is: [CH3:25][C:24]([CH3:27])([O:23][C:21]([NH:1][C@H:2]([C:18]([N:78]1[CH2:79][CH2:80][N:75]([C:72]2[CH:73]=[CH:74][N:69]=[CH:70][CH:71]=2)[CH2:76][CH2:77]1)=[O:20])[CH2:3][CH2:4][CH2:5][CH2:6][NH:7][C:8]([O:10][CH2:11][C:12]1[CH:13]=[CH:14][CH:15]=[CH:16][CH:17]=1)=[O:9])=[O:22])[CH3:26]. (5) Given the reactants [O:1]=[C:2]1[C:6]2([CH2:11][CH2:10][N:9]([CH2:12][CH2:13][CH2:14][N:15]3[C:19]4[CH:20]=[CH:21][CH:22]=[CH:23][C:18]=4[NH:17][C:16]3=[O:24])[CH2:8][CH2:7]2)[N:5]([C:25]2[CH:30]=[CH:29][CH:28]=[CH:27][CH:26]=2)[CH2:4][N:3]1[CH:31]([C:37]1[CH:42]=[CH:41][CH:40]=[CH:39][CH:38]=1)[CH2:32][C:33]([O:35]C)=[O:34].O.[OH-].[Li+], predict the reaction product. The product is: [O:1]=[C:2]1[C:6]2([CH2:11][CH2:10][N:9]([CH2:12][CH2:13][CH2:14][N:15]3[C:19]4[CH:20]=[CH:21][CH:22]=[CH:23][C:18]=4[NH:17][C:16]3=[O:24])[CH2:8][CH2:7]2)[N:5]([C:25]2[CH:26]=[CH:27][CH:28]=[CH:29][CH:30]=2)[CH2:4][N:3]1[CH:31]([C:37]1[CH:42]=[CH:41][CH:40]=[CH:39][CH:38]=1)[CH2:32][C:33]([OH:35])=[O:34]. (6) Given the reactants [CH3:1][CH2:2][C:3](=[O:9])[CH:4]=[CH:5][CH2:6][CH2:7][CH3:8].[CH:10]1[CH2:14][CH:13]=[CH:12][CH:11]=1.Cl(O)(=O)(=O)=O.C([C@@H]1N[C@H](C2OC(C)=CC=2)N(C)C1=O)C1C=CC=CC=1, predict the reaction product. The product is: [CH2:6]([C@H:5]1[C@@H:12]2[CH2:13][C@H:14]([CH:10]=[CH:11]2)[C@H:4]1[C:3](=[O:9])[CH2:2][CH3:1])[CH2:7][CH3:8].